Predict the reaction yield, written as a fraction of the theoretical maximum amount of product (1.0 means a 100% yield; for example, 0.34 means a 34% yield). From a dataset of Reaction yield outcomes from USPTO patents with 853,638 reactions. (1) The reactants are [CH3:1][O:2][C:3]1[CH:4]=[C:5]([CH2:20][C:21]([OH:23])=O)[CH:6]=[CH:7][C:8]=1[NH:9][C:10]([NH:12][C:13]1[CH:18]=[CH:17][CH:16]=[CH:15][C:14]=1[CH3:19])=[O:11].Cl.[CH3:25][O:26][C:27](=[O:52])[CH:28]([NH:41][C:42](=[O:51])[C:43]1[C:48]([Cl:49])=[CH:47][CH:46]=[CH:45][C:44]=1[Cl:50])[CH2:29][C:30]1[O:34][N:33]=[C:32]([CH:35]([NH2:40])[CH2:36][CH:37]([CH3:39])[CH3:38])[CH:31]=1. No catalyst specified. The product is [CH3:25][O:26][C:27](=[O:52])[CH:28]([NH:41][C:42](=[O:51])[C:43]1[C:44]([Cl:50])=[CH:45][CH:46]=[CH:47][C:48]=1[Cl:49])[CH2:29][C:30]1[O:34][N:33]=[C:32]([CH:35]([NH:40][C:21](=[O:23])[CH2:20][C:5]2[CH:6]=[CH:7][C:8]([NH:9][C:10]([NH:12][C:13]3[CH:18]=[CH:17][CH:16]=[CH:15][C:14]=3[CH3:19])=[O:11])=[C:3]([O:2][CH3:1])[CH:4]=2)[CH2:36][CH:37]([CH3:39])[CH3:38])[CH:31]=1. The yield is 0.510. (2) The catalyst is C(Cl)Cl. The reactants are C(O)=O.[CH2:4]([NH:11][CH2:12][CH2:13]O)[C:5]1[CH:10]=[CH:9][CH:8]=[CH:7][CH:6]=1.Br[CH2:16][C:17]([C:19]1[CH:24]=[CH:23][C:22]([F:25])=[CH:21][C:20]=1[Cl:26])=[O:18]. The product is [CH2:4]([N:11]1[CH2:12][CH2:13][O:18][CH:17]([C:19]2[CH:24]=[CH:23][C:22]([F:25])=[CH:21][C:20]=2[Cl:26])[CH2:16]1)[C:5]1[CH:10]=[CH:9][CH:8]=[CH:7][CH:6]=1. The yield is 0.430.